Dataset: Reaction yield outcomes from USPTO patents with 853,638 reactions. Task: Predict the reaction yield, written as a fraction of the theoretical maximum amount of product (1.0 means a 100% yield; for example, 0.34 means a 34% yield). (1) The reactants are Cl.Cl.[NH:3]1[CH2:8][CH2:7][NH:6][CH2:5][CH:4]1[C:9]([O:11]C)=O.C(N([CH:19]([CH3:21])[CH3:20])CC)(C)C.[C:22]1([Mg]Br)[CH:27]=[CH:26][CH:25]=[CH:24][CH:23]=1.[C:30](O[C:30]([O:32][C:33]([CH3:36])([CH3:35])[CH3:34])=[O:31])([O:32][C:33]([CH3:36])([CH3:35])[CH3:34])=[O:31].[Cl-].[NH4+].O1C[CH2:50][CH2:49][CH2:48]1. The catalyst is O. The product is [CH3:34][C:33]([O:32][C:30]([N:6]1[CH2:7][CH2:8][NH:3][CH:4]([C:9]([OH:11])([C:20]2[CH:19]=[CH:21][CH:50]=[CH:49][CH:48]=2)[C:22]2[CH:27]=[CH:26][CH:25]=[CH:24][CH:23]=2)[CH2:5]1)=[O:31])([CH3:36])[CH3:35]. The yield is 0.300. (2) The reactants are [Br:1][C:2]1[CH:7]=[CH:6][C:5]([S:8](Cl)(=[O:10])=[O:9])=[CH:4][CH:3]=1.[NH:12]1[CH2:17][CH2:16][O:15][CH2:14][CH2:13]1. No catalyst specified. The product is [Br:1][C:2]1[CH:7]=[CH:6][C:5]([S:8]([N:12]2[CH2:17][CH2:16][O:15][CH2:14][CH2:13]2)(=[O:10])=[O:9])=[CH:4][CH:3]=1. The yield is 0.980. (3) The reactants are C([O:3][C:4](=[O:34])[CH2:5][CH2:6][CH2:7][CH2:8][CH2:9][O:10][C:11]1[CH:16]=[C:15]([CH:17]=[CH:18][C:19]2[C:20]([CH3:32])([CH3:31])[O:21][C:22](=[C:26]([C:29]#[N:30])[C:27]#[N:28])[C:23]=2[C:24]#[N:25])[CH:14]=[CH:13][C:12]=1[NH2:33])C.Cl.O.C(=O)(O)[O-].[Na+]. The catalyst is C(O)(=O)C. The product is [NH2:33][C:12]1[CH:13]=[CH:14][C:15]([CH:17]=[CH:18][C:19]2[C:20]([CH3:32])([CH3:31])[O:21][C:22](=[C:26]([C:29]#[N:30])[C:27]#[N:28])[C:23]=2[C:24]#[N:25])=[CH:16][C:11]=1[O:10][CH2:9][CH2:8][CH2:7][CH2:6][CH2:5][C:4]([OH:34])=[O:3]. The yield is 0.740. (4) The reactants are [CH2:1]([O:3][C:4]([C:6]1[NH:10][C:9]2[S:11][CH:12]=[CH:13][C:8]=2C=1)=[O:5])[CH3:2].[Cl:14]N1C(=O)CCC1=O.[CH:22]([Cl:25])(Cl)Cl. The catalyst is C(O)(=O)C. The product is [CH2:1]([O:3][C:4]([C:6]1[NH:10][C:9]2[S:11][C:12]([Cl:14])=[CH:13][C:8]=2[C:22]=1[Cl:25])=[O:5])[CH3:2]. The yield is 0.740. (5) The reactants are [Cl:1][C:2]1[CH:7]=[CH:6][C:5]([C:8]2([OH:28])[C:16]3[C:11](=[CH:12][CH:13]=[CH:14][CH:15]=3)[C:10](=[O:17])[N:9]2[CH2:18][C:19]2[CH:24]=[CH:23][C:22]([N+:25]([O-:27])=[O:26])=[CH:21][CH:20]=2)=[CH:4][CH:3]=1.[C@H:29]1(O)[CH2:34][CH2:33][C@H:32]([OH:35])[CH2:31][CH2:30]1. No catalyst specified. The product is [Cl:1][C:2]1[CH:7]=[CH:6][C:5]([C:8]2([O:28][CH:29]3[CH2:34][CH2:33][CH:32]([OH:35])[CH2:31][CH2:30]3)[C:16]3[C:11](=[CH:12][CH:13]=[CH:14][CH:15]=3)[C:10](=[O:17])[N:9]2[CH2:18][C:19]2[CH:24]=[CH:23][C:22]([N+:25]([O-:27])=[O:26])=[CH:21][CH:20]=2)=[CH:4][CH:3]=1. The yield is 0.680. (6) The reactants are C[O:2][C:3]([C:5]1[S:9][C:8]([C:10]2[CH:15]=[C:14]([C:16]([F:19])([F:18])[F:17])[CH:13]=[C:12]([C:20]([F:23])([F:22])[F:21])[CH:11]=2)=[N:7][C:6]=1[CH3:24])=O.[Li]. The catalyst is O1CCCC1. The product is [F:23][C:20]([F:21])([F:22])[C:12]1[CH:11]=[C:10]([C:8]2[S:9][C:5]([CH2:3][OH:2])=[C:6]([CH3:24])[N:7]=2)[CH:15]=[C:14]([C:16]([F:17])([F:19])[F:18])[CH:13]=1. The yield is 0.950.